This data is from Reaction yield outcomes from USPTO patents with 853,638 reactions. The task is: Predict the reaction yield, written as a fraction of the theoretical maximum amount of product (1.0 means a 100% yield; for example, 0.34 means a 34% yield). (1) The reactants are C([O:3][C:4]([C:6]1[C:15](=[O:16])[C:14]2[C:9](=[CH:10][CH:11]=[CH:12][C:13]=2[O:17][CH3:18])[NH:8][CH:7]=1)=[O:5])C. The catalyst is [OH-].[Na+]. The product is [CH3:18][O:17][C:13]1[CH:12]=[CH:11][CH:10]=[C:9]2[C:14]=1[C:15](=[O:16])[C:6]([C:4]([OH:5])=[O:3])=[CH:7][NH:8]2. The yield is 0.520. (2) The reactants are C(O)(C(F)(F)F)=O.[Cl:8][C:9]1[CH:14]=[CH:13][C:12]([CH:15]([NH:23]C(=O)OC(C)(C)C)[CH2:16][CH2:17][NH:18][S:19]([CH3:22])(=[O:21])=[O:20])=[CH:11][CH:10]=1. The product is [NH2:23][CH:15]([C:12]1[CH:11]=[CH:10][C:9]([Cl:8])=[CH:14][CH:13]=1)[CH2:16][CH2:17][NH:18][S:19]([CH3:22])(=[O:21])=[O:20]. No catalyst specified. The yield is 0.567. (3) The reactants are [C:1]([O:5][C:6]([N:8]1[CH2:12][CH2:11][CH2:10][C:9]1=[O:13])=[O:7])([CH3:4])([CH3:3])[CH3:2].[C:14]1([Mg]Br)[CH:19]=[CH:18][CH:17]=[CH:16][CH:15]=1.Cl. The catalyst is C1COCC1. The product is [C:1]([O:5][C:6](=[O:7])[NH:8][CH2:12][CH2:11][CH2:10][C:9](=[O:13])[C:14]1[CH:19]=[CH:18][CH:17]=[CH:16][CH:15]=1)([CH3:4])([CH3:3])[CH3:2]. The yield is 0.960. (4) The reactants are [CH3:1][C:2]1([CH3:9])[O:6][C@H:5]([CH2:7][OH:8])[CH2:4][O:3]1.[H-].[Na+].Br[C:13]1[N:21]=[CH:20][CH:19]=[CH:18][C:14]=1[C:15]([OH:17])=[O:16].Cl. The catalyst is C1COCC1.[Cl-].[Na+].O. The product is [CH3:1][C:2]1([CH3:9])[O:6][C@H:5]([CH2:7][O:8][C:13]2[N:21]=[CH:20][CH:19]=[CH:18][C:14]=2[C:15]([OH:17])=[O:16])[CH2:4][O:3]1. The yield is 0.920. (5) The reactants are [NH2:1][CH2:2][C:3]1[CH:30]=[CH:29][C:6]([C:7]([NH:9][C:10]2[C:15]([CH3:16])=[CH:14][C:13]([C:17]([F:26])([C:22]([F:25])([F:24])[F:23])[C:18]([F:21])([F:20])[F:19])=[CH:12][C:11]=2[CH2:27][CH3:28])=[O:8])=[CH:5][CH:4]=1.[C:31](OC(=O)C)(=[O:33])[CH3:32]. The catalyst is O1CCCC1.O. The product is [C:31]([NH:1][CH2:2][C:3]1[CH:4]=[CH:5][C:6]([C:7]([NH:9][C:10]2[C:15]([CH3:16])=[CH:14][C:13]([C:17]([F:26])([C:18]([F:19])([F:20])[F:21])[C:22]([F:23])([F:24])[F:25])=[CH:12][C:11]=2[CH2:27][CH3:28])=[O:8])=[CH:29][CH:30]=1)(=[O:33])[CH3:32]. The yield is 0.770.